From a dataset of Catalyst prediction with 721,799 reactions and 888 catalyst types from USPTO. Predict which catalyst facilitates the given reaction. (1) Reactant: [CH3:1][C:2]([CH3:44])([CH3:43])[CH2:3][CH2:4][N:5]1[C:9](=[O:10])[C@H:8]([CH2:11][C:12](=[O:31])[N:13]2[CH2:18][CH2:17][CH:16]([N:19]3[CH2:25][CH2:24][C:23]4[CH:26]=[CH:27][CH:28]=[CH:29][C:22]=4[NH:21][C:20]3=[O:30])[CH2:15][CH2:14]2)[S:7][CH:6]1[C:32]1[S:36][C:35]([CH:37]2[CH2:42][CH2:41][NH:40][CH2:39][CH2:38]2)=[N:34][CH:33]=1.[CH:45](=O)[CH:46]([CH3:48])[CH3:47].[BH-](OC(C)=O)(OC(C)=O)OC(C)=O.[Na+]. Product: [CH3:1][C:2]([CH3:44])([CH3:43])[CH2:3][CH2:4][N:5]1[C:9](=[O:10])[C@H:8]([CH2:11][C:12](=[O:31])[N:13]2[CH2:18][CH2:17][CH:16]([N:19]3[CH2:25][CH2:24][C:23]4[CH:26]=[CH:27][CH:28]=[CH:29][C:22]=4[NH:21][C:20]3=[O:30])[CH2:15][CH2:14]2)[S:7][CH:6]1[C:32]1[S:36][C:35]([CH:37]2[CH2:38][CH2:39][N:40]([CH2:45][CH:46]([CH3:48])[CH3:47])[CH2:41][CH2:42]2)=[N:34][CH:33]=1. The catalyst class is: 2. (2) Reactant: [NH2:1][C:2]1[CH:9]=[CH:8][C:7]([Cl:10])=[CH:6][C:3]=1[C:4]#[N:5].Cl[C:12]([O:14][CH3:15])=[O:13].C([O-])(O)=O.[Na+]. Product: [Cl:10][C:7]1[CH:8]=[CH:9][C:2]([NH:1][C:12](=[O:13])[O:14][CH3:15])=[C:3]([C:4]#[N:5])[CH:6]=1. The catalyst class is: 131.